This data is from M1 muscarinic receptor agonist screen with 61,833 compounds. The task is: Binary Classification. Given a drug SMILES string, predict its activity (active/inactive) in a high-throughput screening assay against a specified biological target. (1) The compound is S1(=O)(=O)CC2N(C(=O)N(C2C1)c1cc(ccc1)C)c1c(cccc1)C. The result is 0 (inactive). (2) The drug is O=C(N1CCCCC1)C(n1ncn2c(c1=O)ccc2)C. The result is 0 (inactive). (3) The compound is S(c1n(c(nn1)c1sccc1)C)CC(=O)Nc1cc(OC)c(OC)cc1. The result is 0 (inactive). (4) The drug is s1c(c(c2c1nc(nc2SCC(=O)Nc1noc(c1)C)C)C)C. The result is 0 (inactive).